This data is from Catalyst prediction with 721,799 reactions and 888 catalyst types from USPTO. The task is: Predict which catalyst facilitates the given reaction. (1) Reactant: O.[OH-].[Na+:3].[NH2:4][CH2:5][CH2:6][S:7]([OH:10])(=[O:9])=[O:8].[C:11](Cl)([O:13][CH2:14][C:15]1[CH:20]=[CH:19][CH:18]=[CH:17][CH:16]=1)=[O:12]. The catalyst class is: 11. Product: [Na+:3].[C:11]([NH:4][CH2:5][CH2:6][S:7]([O-:10])(=[O:9])=[O:8])([O:13][CH2:14][C:15]1[CH:20]=[CH:19][CH:18]=[CH:17][CH:16]=1)=[O:12]. (2) Reactant: [CH:1]([NH:4][CH2:5][C:6]1[CH:13]=[CH:12][C:9]([C:10]#[N:11])=[CH:8][CH:7]=1)([CH3:3])[CH3:2].C(N(CC)CC)C.[C:21]([O:25][C:26](O[C:26]([O:25][C:21]([CH3:24])([CH3:23])[CH3:22])=[O:27])=[O:27])([CH3:24])([CH3:23])[CH3:22]. Product: [C:21]([O:25][C:26]([N:4]([CH2:5][C:6]1[CH:7]=[CH:8][C:9]([C:10]#[N:11])=[CH:12][CH:13]=1)[CH:1]([CH3:3])[CH3:2])=[O:27])([CH3:24])([CH3:23])[CH3:22]. The catalyst class is: 2. (3) Reactant: F[C:2]1[CH:3]=[C:4]([CH:7]=[C:8]([C:10]([F:13])([F:12])[F:11])[CH:9]=1)[C:5]#[N:6].[NH:14]1[CH2:19][CH2:18][O:17][CH2:16][CH2:15]1. Product: [N:14]1([C:2]2[CH:3]=[C:4]([CH:7]=[C:8]([C:10]([F:13])([F:12])[F:11])[CH:9]=2)[C:5]#[N:6])[CH2:19][CH2:18][O:17][CH2:16][CH2:15]1. The catalyst class is: 58. (4) Reactant: [CH2:1]([CH:5]1[CH2:14][C:13]2[C:8](=[CH:9][CH:10]=[CH:11][CH:12]=2)[CH2:7][N:6]1[C:15](=[O:20])[C:16]([F:19])([F:18])[F:17])[CH:2]([CH3:4])[CH3:3].[Cl-].[Al+3].[Cl-].[Cl-].[C:25](Cl)(=[O:27])[CH3:26]. Product: [C:25]([C:10]1[CH:9]=[C:8]2[C:13]([CH2:14][CH:5]([CH2:1][CH:2]([CH3:4])[CH3:3])[N:6]([C:15](=[O:20])[C:16]([F:17])([F:18])[F:19])[CH2:7]2)=[CH:12][CH:11]=1)(=[O:27])[CH3:26]. The catalyst class is: 534. (5) Reactant: [NH2:1][C:2]1[C:15]2[C:14](=[O:16])[C:13]3[C:8](=[CH:9][CH:10]=[CH:11][CH:12]=3)[C:7](=[O:17])[C:6]=2[C:5]([NH:18][C:19]2[CH:24]=[CH:23][C:22]([OH:25])=[CH:21][CH:20]=2)=[CH:4][CH:3]=1.[C:26](O[C:26](=[O:30])[C:27]([CH3:29])=[CH2:28])(=[O:30])[C:27]([CH3:29])=[CH2:28].C(O)(=O)C. Product: [C:26]([O:25][C:22]1[CH:21]=[CH:20][C:19]([NH:18][C:5]2[C:6]3[C:7](=[O:17])[C:8]4[C:13](=[CH:12][CH:11]=[CH:10][CH:9]=4)[C:14](=[O:16])[C:15]=3[C:2]([NH2:1])=[CH:3][CH:4]=2)=[CH:24][CH:23]=1)(=[O:30])[C:27]([CH3:29])=[CH2:28]. The catalyst class is: 230. (6) Reactant: [C:1]([C:5]1[CH:10]=[CH:9][CH:8]=[CH:7][C:6]=1[OH:11])([CH3:4])([CH3:3])[CH3:2].[OH-].[Na+].[OH-].[I-:15].[Na+].Cl[O-].[Na+].S([O-])([O-])(=O)=S.[Na+].[Na+]. Product: [C:1]([C:5]1[CH:10]=[C:9]([I:15])[CH:8]=[CH:7][C:6]=1[OH:11])([CH3:4])([CH3:2])[CH3:3]. The catalyst class is: 5. (7) Reactant: Br[C:2]1[CH:3]=[CH:4][C:5]2[N:9]=[C:8]([C@@H:10]3[CH2:14][CH2:13][CH2:12][N:11]3[C:15]([O:17][C:18]([CH3:21])([CH3:20])[CH3:19])=[O:16])[NH:7][C:6]=2[CH:22]=1.[B:23]1([B:23]2[O:27][C:26]([CH3:29])([CH3:28])[C:25]([CH3:31])([CH3:30])[O:24]2)[O:27][C:26]([CH3:29])([CH3:28])[C:25]([CH3:31])([CH3:30])[O:24]1.C([O-])(=O)C.[K+]. Product: [CH3:30][C:25]1([CH3:31])[C:26]([CH3:29])([CH3:28])[O:27][B:23]([C:2]2[CH:3]=[CH:4][C:5]3[N:9]=[C:8]([C@@H:10]4[CH2:14][CH2:13][CH2:12][N:11]4[C:15]([O:17][C:18]([CH3:21])([CH3:20])[CH3:19])=[O:16])[NH:7][C:6]=3[CH:22]=2)[O:24]1. The catalyst class is: 77. (8) Reactant: [NH2:1][C:2]1[CH:3]=[CH:4][C:5]([N:8]2[CH2:13][CH2:12][CH:11]([C:14]([C:16]3[CH:21]=[CH:20][CH:19]=[CH:18][CH:17]=3)=[O:15])[CH2:10][CH2:9]2)=[N:6][CH:7]=1.[CH3:22][O:23][C:24]1[CH:29]=[CH:28][C:27]([CH3:30])=[CH:26][C:25]=1[N:31]=[C:32]=[O:33].CO. Product: [C:14]([CH:11]1[CH2:10][CH2:9][N:8]([C:5]2[CH:4]=[CH:3][C:2]([NH:1][C:32]([NH:31][C:25]3[CH:26]=[C:27]([CH3:30])[CH:28]=[CH:29][C:24]=3[O:23][CH3:22])=[O:33])=[CH:7][N:6]=2)[CH2:13][CH2:12]1)(=[O:15])[C:16]1[CH:17]=[CH:18][CH:19]=[CH:20][CH:21]=1. The catalyst class is: 7. (9) Reactant: [F:1][C:2]1[CH:3]=[C:4]([CH:7]=[C:8]([F:11])[C:9]=1[OH:10])[CH:5]=O.[N+:12]([CH3:15])([O-:14])=[O:13].C([O-])(=O)C.[NH4+]. Product: [F:1][C:2]1[CH:3]=[C:4]([CH:5]=[CH:15][N+:12]([O-:14])=[O:13])[CH:7]=[C:8]([F:11])[C:9]=1[OH:10]. The catalyst class is: 15. (10) Product: [C:1]([C:3]1[CH:8]=[CH:7][CH:6]=[CH:5][C:4]=1[C:9]1[CH:10]=[CH:11][C:12](/[CH:15]=[CH:16]/[C@@H:17]2[C@H:25]3[C@:21]([NH:28][CH2:29][C:30]([NH2:37])=[O:31])([C:22](=[O:27])[O:23][C@@H:24]3[CH3:26])[CH2:20][C:19]([F:33])([F:34])[C@H:18]2[CH3:35])=[N:13][CH:14]=1)#[N:2]. The catalyst class is: 31. Reactant: [C:1]([C:3]1[CH:8]=[CH:7][CH:6]=[CH:5][C:4]=1[C:9]1[CH:10]=[CH:11][C:12](/[CH:15]=[CH:16]/[C@@H:17]2[C@H:25]3[C@:21]([NH:28][CH2:29][C:30](O)=[O:31])([C:22](=[O:27])[O:23][C@@H:24]3[CH3:26])[CH2:20][C:19]([F:34])([F:33])[C@H:18]2[CH3:35])=[N:13][CH:14]=1)#[N:2].C[N:37](C(ON1N=NC2C=CC=NC1=2)=[N+](C)C)C.F[P-](F)(F)(F)(F)F.N.